From a dataset of Forward reaction prediction with 1.9M reactions from USPTO patents (1976-2016). Predict the product of the given reaction. (1) Given the reactants [C:1]([C@@H:3]1[CH2:7][N:6](C(OC(C)(C)C)=O)[C@@H:5]([C:15]2[CH:20]=[CH:19][CH:18]=[C:17]([F:21])[CH:16]=2)[CH2:4]1)#[N:2].[C:22]([OH:28])([C:24]([F:27])([F:26])[F:25])=[O:23], predict the reaction product. The product is: [F:25][C:24]([F:27])([F:26])[C:22]([OH:28])=[O:23].[F:21][C:17]1[CH:16]=[C:15]([C@@H:5]2[NH:6][CH2:7][C@@H:3]([C:1]#[N:2])[CH2:4]2)[CH:20]=[CH:19][CH:18]=1. (2) The product is: [CH3:1][C:2]1[CH:7]=[C:6]([CH2:8][CH2:9][CH2:10][CH:11]([CH3:12])[CH3:13])[CH:5]=[CH:4][C:3]=1[CH2:14][CH2:15][CH:16]=[O:17]. Given the reactants [CH3:1][C:2]1[CH:7]=[C:6]([CH2:8][CH2:9][CH:10]=[C:11]([CH3:13])[CH3:12])[CH:5]=[CH:4][C:3]=1/[CH:14]=[CH:15]/[CH:16]=[O:17], predict the reaction product.